This data is from Catalyst prediction with 721,799 reactions and 888 catalyst types from USPTO. The task is: Predict which catalyst facilitates the given reaction. (1) Reactant: [Br:1][C:2]1[CH:3]=[C:4]([O:15]C(=O)C)[C:5]([N:8](C(=O)C)[C:9](=[O:11])[CH3:10])=[N:6][CH:7]=1.C([O-])([O-])=O.[K+].[K+].O. Product: [Br:1][C:2]1[CH:3]=[C:4]([OH:15])[C:5]([NH:8][C:9](=[O:11])[CH3:10])=[N:6][CH:7]=1. The catalyst class is: 5. (2) Reactant: I[CH2:2][CH2:3][CH2:4][CH3:5].[OH:6][C:7]1[CH:12]=[C:11]([CH2:13][CH2:14][C:15]([O:17][CH3:18])=[O:16])[CH:10]=[CH:9][C:8]=1[C:19]1[CH:24]=[CH:23][CH:22]=[C:21]([N:25]([CH3:34])[C:26]([NH:28][CH2:29][CH2:30][CH2:31][CH2:32][CH3:33])=[O:27])[CH:20]=1.C(=O)([O-])[O-].[K+].[K+]. Product: [CH2:2]([O:6][C:7]1[CH:12]=[C:11]([CH2:13][CH2:14][C:15]([O:17][CH3:18])=[O:16])[CH:10]=[CH:9][C:8]=1[C:19]1[CH:24]=[CH:23][CH:22]=[C:21]([N:25]([CH3:34])[C:26]([NH:28][CH2:29][CH2:30][CH2:31][CH2:32][CH3:33])=[O:27])[CH:20]=1)[CH2:3][CH2:4][CH3:5]. The catalyst class is: 311. (3) Reactant: [NH2:1][C@@:2]([CH3:14])([CH2:5][CH2:6][C:7]1[CH:12]=[CH:11][CH:10]=[CH:9][C:8]=1[Cl:13])[CH2:3][OH:4].C([O-])([O-])=O.[K+].[K+].[N:21]#[C:22]Br.O. Product: [Cl:13][C:8]1[CH:9]=[CH:10][CH:11]=[CH:12][C:7]=1[CH2:6][CH2:5][C@@:2]1([CH3:14])[CH2:3][O:4][C:22]([NH2:21])=[N:1]1. The catalyst class is: 56. (4) Reactant: [OH:1][C:2]1[C:7]([CH3:8])=[CH:6][CH:5]=[CH:4][N:3]=1.[Br:9]Br. Product: [Br:9][C:5]1[CH:6]=[C:7]([CH3:8])[C:2](=[O:1])[NH:3][CH:4]=1. The catalyst class is: 2. (5) Reactant: FC(F)(F)C(O)=O.C(Cl)Cl.C(OC(=O)[NH:17][C@H:18]([C:39]1[CH:44]=[C:43]([F:45])[C:42]([F:46])=[C:41]([F:47])[CH:40]=1)[C@H:19]([O:21][Si:22]([C:35]([CH3:38])([CH3:37])[CH3:36])([C:29]1[CH:34]=[CH:33][CH:32]=[CH:31][CH:30]=1)[C:23]1[CH:28]=[CH:27][CH:26]=[CH:25][CH:24]=1)[CH3:20])(C)(C)C.C(=O)([O-])O.[Na+]. Product: [Si:22]([O:21][C@H:19]([CH3:20])[C@H:18]([NH2:17])[C:39]1[CH:44]=[C:43]([F:45])[C:42]([F:46])=[C:41]([F:47])[CH:40]=1)([C:35]([CH3:36])([CH3:37])[CH3:38])([C:29]1[CH:34]=[CH:33][CH:32]=[CH:31][CH:30]=1)[C:23]1[CH:24]=[CH:25][CH:26]=[CH:27][CH:28]=1. The catalyst class is: 13. (6) Reactant: [C:1]([C:4]1[CH:30]=[CH:29][C:7]([O:8][CH2:9][C:10]2[CH:15]=[CH:14][C:13]([CH:16]3[CH2:21][CH2:20][N:19]([C:22]([O:24][C:25]([CH3:28])([CH3:27])[CH3:26])=[O:23])[CH2:18][CH2:17]3)=[CH:12][N:11]=2)=[CH:6][C:5]=1[F:31])(O)=[O:2].O.ON1C2C=CC=CC=2N=N1.Cl.CN(C)CCCN=C=NCC.[NH2:55][C@@H:56]([CH3:59])[CH2:57][OH:58].C(=O)([O-])O.[Na+]. Product: [F:31][C:5]1[CH:6]=[C:7]([CH:29]=[CH:30][C:4]=1[C:1](=[O:2])[NH:55][C@H:56]([CH3:59])[CH2:57][OH:58])[O:8][CH2:9][C:10]1[CH:15]=[CH:14][C:13]([CH:16]2[CH2:21][CH2:20][N:19]([C:22]([O:24][C:25]([CH3:26])([CH3:27])[CH3:28])=[O:23])[CH2:18][CH2:17]2)=[CH:12][N:11]=1. The catalyst class is: 7. (7) Reactant: Br[C:2]1[N:7]=[CH:6][C:5]2[N:8]=[C:9]([CH3:17])[N:10]([CH:11]([CH3:16])[C:12]([F:15])([F:14])[F:13])[C:4]=2[CH:3]=1.[Cl:18][C:19]1[N:24]=[C:23]([NH2:25])[CH:22]=[CH:21][N:20]=1.C1(P(C2C=CC=CC=2)C2C3OC4C(=CC=CC=4P(C4C=CC=CC=4)C4C=CC=CC=4)C(C)(C)C=3C=CC=2)C=CC=CC=1.C(=O)([O-])[O-].[Cs+].[Cs+]. Product: [Cl:18][C:19]1[N:24]=[C:23]([NH:25][C:2]2[N:7]=[CH:6][C:5]3[N:8]=[C:9]([CH3:17])[N:10]([CH:11]([CH3:16])[C:12]([F:15])([F:14])[F:13])[C:4]=3[CH:3]=2)[CH:22]=[CH:21][N:20]=1. The catalyst class is: 102. (8) Reactant: [CH3:1][C:2]1[S:3][CH:4]=[CH:5][CH:6]=1.[Li]CCCC.CCCCCC.[CH3:18][C:19]1([CH3:31])[CH2:28][C:27](=O)[C:26]2[C:21](=[CH:22][CH:23]=[C:24]([Br:30])[CH:25]=2)[O:20]1. Product: [CH3:18][C:19]1([CH3:31])[CH:28]=[C:27]([C:4]2[S:3][C:2]([CH3:1])=[CH:6][CH:5]=2)[C:26]2[C:21](=[CH:22][CH:23]=[C:24]([Br:30])[CH:25]=2)[O:20]1. The catalyst class is: 56. (9) Reactant: C([O:4][CH2:5][CH2:6][O:7][C:8]1[CH:9]=[C:10]([C:14]2[CH:19]=[CH:18][CH:17]=[C:16]([CH2:20][CH2:21][C:22]3[N:23]=[C:24]([NH2:30])[N:25]([CH3:29])[C:26](=[O:28])[CH:27]=3)[CH:15]=2)[CH:11]=[CH:12][CH:13]=1)(=O)C.O.[OH-].[Na+].CC(O)=O. Product: [NH2:30][C:24]1[N:25]([CH3:29])[C:26](=[O:28])[CH:27]=[C:22]([CH2:21][CH2:20][C:16]2[CH:15]=[C:14]([C:10]3[CH:11]=[CH:12][CH:13]=[C:8]([O:7][CH2:6][CH2:5][OH:4])[CH:9]=3)[CH:19]=[CH:18][CH:17]=2)[N:23]=1. The catalyst class is: 23. (10) Reactant: [CH3:1][Mg]Br.[CH3:4][C:5]([C:11]1[CH:16]=[CH:15][CH:14]=[CH:13][CH:12]=1)([CH3:10])[CH2:6][C:7](=O)[CH3:8].S(=O)(=O)(O)O. Product: [CH2:7]1[C:12]2[C:11](=[CH:16][CH:15]=[CH:14][CH:13]=2)[CH2:5][CH2:6]1.[CH3:4][C:5]1([CH3:10])[C:11]2[C:16](=[CH:15][CH:14]=[CH:13][CH:12]=2)[C:7]([CH3:1])([CH3:8])[CH2:6]1. The catalyst class is: 7.